Dataset: hERG Central: cardiac toxicity at 1µM, 10µM, and general inhibition. Task: Predict hERG channel inhibition at various concentrations. (1) The drug is CC(C)c1ccc(S(=O)(=O)N2CCN(C(C)C(=O)NC3CCCC3)CC2)cc1. Results: hERG_inhib (hERG inhibition (general)): blocker. (2) The drug is COc1cc(SC)ccc1C(=O)NCC1(N(C)C)CCCCC1. Results: hERG_inhib (hERG inhibition (general)): blocker. (3) The molecule is Cc1ccc2c(c1)C1CN(C)CCC1N2C(=O)COc1ccc(N(C)S(=O)(=O)c2cccs2)cc1. Results: hERG_inhib (hERG inhibition (general)): blocker. (4) The drug is CN1CCN(c2ccc(NC(=O)CSc3ccccc3)cc2F)CC1. Results: hERG_inhib (hERG inhibition (general)): blocker.